Dataset: Forward reaction prediction with 1.9M reactions from USPTO patents (1976-2016). Task: Predict the product of the given reaction. (1) Given the reactants CS(C)=O.FC(F)(F)C(OC(=O)C(F)(F)F)=O.[OH:18][C@@H:19]([C:40]1[CH:45]=[CH:44][CH:43]=[CH:42][CH:41]=1)[CH2:20][N:21]1[C:26]2=[N:27][C:28]([C:32]3[CH:37]=[CH:36][N:35]=[CH:34][CH:33]=3)=[CH:29][C:30](=[O:31])[N:25]2[CH2:24][CH2:23][C:22]1([CH3:39])[CH3:38].C(N(CC)CC)C.[Cl:53]CCl, predict the reaction product. The product is: [ClH:53].[CH3:38][C:22]1([CH3:39])[CH2:23][CH2:24][N:25]2[C:30](=[O:31])[CH:29]=[C:28]([C:32]3[CH:33]=[CH:34][N:35]=[CH:36][CH:37]=3)[N:27]=[C:26]2[N:21]1[CH2:20][C:19](=[O:18])[C:40]1[CH:45]=[CH:44][CH:43]=[CH:42][CH:41]=1. (2) Given the reactants [NH2:1][C:2]1[CH:7]=[CH:6][C:5]([CH2:8][CH2:9][NH2:10])=[CH:4][CH:3]=1.C[Si]([N-][Si](C)(C)C)(C)C.[Na+].[CH2:21]1[O:29][C@@H:22]1[C:23]1[CH:28]=[CH:27][CH:26]=[CH:25][CH:24]=1.Cl.C(OC(C)C)(=O)C.[OH-].[Na+], predict the reaction product. The product is: [OH:29][C@H:22]([C:23]1[CH:28]=[CH:27][CH:26]=[CH:25][CH:24]=1)[CH2:21][NH:1][C:2]1[CH:7]=[CH:6][C:5]([CH2:8][CH2:9][NH2:10])=[CH:4][CH:3]=1. (3) Given the reactants Cl[C:2]1[C:7]([C:8]([O:10][CH2:11][CH3:12])=[O:9])=[C:6]([Cl:13])[N:5]=[C:4]([S:14][CH3:15])[N:3]=1.[CH3:16][O:17][C:18]1[CH:33]=[CH:32][C:21]([CH2:22][NH:23][CH2:24][CH2:25][CH2:26][C:27]([O:29][CH2:30][CH3:31])=[O:28])=[CH:20][CH:19]=1.CCN(C(C)C)C(C)C, predict the reaction product. The product is: [Cl:13][C:6]1[C:7]([C:8]([O:10][CH2:11][CH3:12])=[O:9])=[C:2]([N:23]([CH2:24][CH2:25][CH2:26][C:27]([O:29][CH2:30][CH3:31])=[O:28])[CH2:22][C:21]2[CH:20]=[CH:19][C:18]([O:17][CH3:16])=[CH:33][CH:32]=2)[N:3]=[C:4]([S:14][CH3:15])[N:5]=1.